This data is from TCR-epitope binding with 47,182 pairs between 192 epitopes and 23,139 TCRs. The task is: Binary Classification. Given a T-cell receptor sequence (or CDR3 region) and an epitope sequence, predict whether binding occurs between them. (1) The epitope is EEHVQIHTI. The TCR CDR3 sequence is CASSLDWRAAYEQYF. Result: 1 (the TCR binds to the epitope). (2) The epitope is FLYNLLTRV. The TCR CDR3 sequence is CASSQELPGLAGEQYF. Result: 0 (the TCR does not bind to the epitope). (3) The epitope is KRWIILGLNK. The TCR CDR3 sequence is CASATGIFNNEQFF. Result: 1 (the TCR binds to the epitope).